Predict which catalyst facilitates the given reaction. From a dataset of Catalyst prediction with 721,799 reactions and 888 catalyst types from USPTO. Reactant: FC1C=C(OCC2C=NC(OC)=CC=2)C(OC)=CC=1[CH2:4][NH:5][C:6]1[C:7]([NH2:13])=[CH:8][C:9]([I:12])=[CH:10][CH:11]=1.C1(C)C=CC(S(O)(=O)=O)=CC=1. Product: [I:12][C:9]1[CH:10]=[CH:11][C:6]2[NH:5][CH:4]=[N:13][C:7]=2[CH:8]=1. The catalyst class is: 8.